From a dataset of Catalyst prediction with 721,799 reactions and 888 catalyst types from USPTO. Predict which catalyst facilitates the given reaction. (1) Reactant: [Br:1][C:2]1[CH:3]=[C:4]([C:10]2[S:14][C:13]([NH:15][CH:16]([CH3:18])[CH3:17])=[N:12][CH:11]=2)[CH:5]=[N:6][C:7]=1[O:8]C.Cl.[OH-].[Na+]. Product: [Br:1][C:2]1[C:7](=[O:8])[NH:6][CH:5]=[C:4]([C:10]2[S:14][C:13]([NH:15][CH:16]([CH3:17])[CH3:18])=[N:12][CH:11]=2)[CH:3]=1. The catalyst class is: 1. (2) Reactant: [F:1][C:2]1[C:7]([S:8]([CH3:11])(=[O:10])=[O:9])=[CH:6][CH:5]=[CH:4][C:3]=1[CH:12]1[CH2:17][CH2:16][NH:15][CH2:14][CH2:13]1.C(=O)([O-])[O-].[K+].[K+].[F:24][C:25]([F:30])([F:29])[CH2:26][CH2:27]I. Product: [F:1][C:2]1[C:7]([S:8]([CH3:11])(=[O:10])=[O:9])=[CH:6][CH:5]=[CH:4][C:3]=1[CH:12]1[CH2:17][CH2:16][N:15]([CH2:27][CH2:26][C:25]([F:30])([F:29])[F:24])[CH2:14][CH2:13]1. The catalyst class is: 10.